Task: Regression. Given a peptide amino acid sequence and an MHC pseudo amino acid sequence, predict their binding affinity value. This is MHC class I binding data.. Dataset: Peptide-MHC class I binding affinity with 185,985 pairs from IEDB/IMGT (1) The peptide sequence is ILMARYMSK. The MHC is HLA-B83:01 with pseudo-sequence HLA-B83:01. The binding affinity (normalized) is 0.213. (2) The peptide sequence is MLTNASGHA. The MHC is HLA-A80:01 with pseudo-sequence HLA-A80:01. The binding affinity (normalized) is 0.0847. (3) The peptide sequence is APNPNRFVI. The MHC is HLA-B53:01 with pseudo-sequence HLA-B53:01. The binding affinity (normalized) is 0.601. (4) The peptide sequence is TSCPPTCPGY. The MHC is HLA-A31:01 with pseudo-sequence HLA-A31:01. The binding affinity (normalized) is 0.344. (5) The peptide sequence is LTLAIYHPQQFVYAG. The MHC is HLA-A29:02 with pseudo-sequence HLA-A29:02. The binding affinity (normalized) is 0.215.